From a dataset of Catalyst prediction with 721,799 reactions and 888 catalyst types from USPTO. Predict which catalyst facilitates the given reaction. (1) Reactant: [CH3:1][N:2]1[CH2:15][CH2:14][C:5]2[NH:6][C:7]3[CH:8]=[CH:9][C:10]([CH3:13])=[CH:11][C:12]=3[C:4]=2[CH2:3]1.[H-].[Na+].[CH3:18][C:19]1[CH:24]=[CH:23][C:22]([C:25]2([CH3:28])[CH2:27][O:26]2)=[CH:21][N:20]=1.O. Product: [CH3:1][N:2]1[CH2:15][CH2:14][C:5]2[N:6]([CH2:28][C:25]([C:22]3[CH:21]=[N:20][C:19]([CH3:18])=[CH:24][CH:23]=3)([OH:26])[CH3:27])[C:7]3[CH:8]=[CH:9][C:10]([CH3:13])=[CH:11][C:12]=3[C:4]=2[CH2:3]1. The catalyst class is: 39. (2) Reactant: [OH:1][C:2]1[CH:3]=[C:4]([C:8]2[S:12][C:11]([C:13]([NH2:15])=[O:14])=[CH:10][CH:9]=2)[CH:5]=[CH:6][CH:7]=1.C1(C)C=CC(S(O[CH2:26][CH2:27][Cl:28])(=O)=O)=CC=1.C(=O)([O-])[O-].[K+].[K+]. Product: [Cl:28][CH2:27][CH2:26][O:1][C:2]1[CH:3]=[C:4]([C:8]2[S:12][C:11]([C:13]([NH2:15])=[O:14])=[CH:10][CH:9]=2)[CH:5]=[CH:6][CH:7]=1. The catalyst class is: 10. (3) Reactant: [OH-].[Na+].[OH:3][C:4]1[CH:14]=[CH:13][C:7]([CH:8]=[CH:9][C:10]([OH:12])=[O:11])=[CH:6][CH:5]=1.Br[CH2:16][CH2:17][C:18]1[CH:23]=[CH:22][CH:21]=[CH:20][CH:19]=1.Cl. The catalyst class is: 40. Product: [CH2:16]([O:3][C:4]1[CH:5]=[CH:6][C:7]([CH:8]=[CH:9][C:10]([OH:12])=[O:11])=[CH:13][CH:14]=1)[CH2:17][C:18]1[CH:23]=[CH:22][CH:21]=[CH:20][CH:19]=1. (4) Reactant: [OH:1][C:2]1([C:26]2[CH:31]=[CH:30][CH:29]=[CH:28][C:27]=2[C:32]([F:35])([F:34])[F:33])[CH2:7][CH2:6][N:5]([C:8]([C@@:10]2([CH:23]([CH3:25])[CH3:24])[CH2:14][CH2:13][C@@H:12]([NH:15]C(=O)OC(C)(C)C)[CH2:11]2)=[O:9])[CH2:4][CH2:3]1.Cl. Product: [NH2:15][C@@H:12]1[CH2:13][CH2:14][C@@:10]([C:8]([N:5]2[CH2:6][CH2:7][C:2]([C:26]3[CH:31]=[CH:30][CH:29]=[CH:28][C:27]=3[C:32]([F:35])([F:33])[F:34])([OH:1])[CH2:3][CH2:4]2)=[O:9])([CH:23]([CH3:25])[CH3:24])[CH2:11]1. The catalyst class is: 28. (5) Reactant: FC1C=C([C:12]2[N:17]=[C:16]3[N:18]([CH2:21][C:22]4[CH:23]=[C:24]5[C:29](=[CH:30][CH:31]=4)[N:28]=[CH:27][CH:26]=[CH:25]5)[N:19]=[N:20][C:15]3=[CH:14][CH:13]=2)C=CC=1C(NC)=O.[CH3:32][C:33]1[CH:34]=[C:35](B(O)O)[S:36][CH:37]=1.C(=O)([O-])[O-].[K+].[K+].O1CCOCC1. Product: [CH3:32][C:33]1[CH:34]=[C:35]([C:12]2[N:17]=[C:16]3[N:18]([CH2:21][C:22]4[CH:23]=[C:24]5[C:29](=[CH:30][CH:31]=4)[N:28]=[CH:27][CH:26]=[CH:25]5)[N:19]=[N:20][C:15]3=[CH:14][CH:13]=2)[S:36][CH:37]=1. The catalyst class is: 103. (6) Reactant: [Br:1][C:2]1[CH:23]=[CH:22][C:5]([C:6]([NH:8][C:9]2[CH:14]=[CH:13][CH:12]=[CH:11][C:10]=2[NH:15][C:16]2[CH:21]=[CH:20][CH:19]=[CH:18][CH:17]=2)=O)=[CH:4][CH:3]=1.P(Cl)(Cl)(Cl)=O. Product: [Br:1][C:2]1[CH:23]=[CH:22][C:5]([C:6]2[N:15]([C:16]3[CH:21]=[CH:20][CH:19]=[CH:18][CH:17]=3)[C:10]3[CH:11]=[CH:12][CH:13]=[CH:14][C:9]=3[N:8]=2)=[CH:4][CH:3]=1. The catalyst class is: 12. (7) Reactant: [Si:1]([O:18][CH2:19][CH2:20][CH:21]1[CH2:24][CH:23]([OH:25])[CH2:22]1)([C:14]([CH3:17])([CH3:16])[CH3:15])([C:8]1[CH:13]=[CH:12][CH:11]=[CH:10][CH:9]=1)[C:2]1[CH:7]=[CH:6][CH:5]=[CH:4][CH:3]=1.[O:26]1[CH:31]=[CH:30][CH2:29][CH2:28][CH2:27]1.N1C=CC=CC=1.C1(C)C=CC(S(O)(=O)=O)=CC=1. Product: [C:14]([Si:1]([C:8]1[CH:13]=[CH:12][CH:11]=[CH:10][CH:9]=1)([C:2]1[CH:3]=[CH:4][CH:5]=[CH:6][CH:7]=1)[O:18][CH2:19][CH2:20][CH:21]1[CH2:24][CH:23]([O:25][CH:27]2[CH2:28][CH2:29][CH2:30][CH2:31][O:26]2)[CH2:22]1)([CH3:17])([CH3:15])[CH3:16]. The catalyst class is: 7. (8) Reactant: [Si:1]([O:18][C@H:19]([CH3:23])[C:20]([OH:22])=O)([C:14]([CH3:17])([CH3:16])[CH3:15])([C:8]1[CH:13]=[CH:12][CH:11]=[CH:10][CH:9]=1)[C:2]1[CH:7]=[CH:6][CH:5]=[CH:4][CH:3]=1.C1N=CN(C(N2C=NC=C2)=O)C=1.CCCCCCC.[C:43]([O:49][CH2:50][CH3:51])(=[O:48])[CH2:44]C(O)=O. Product: [Si:1]([O:18][C@H:19]([CH3:23])[C:20](=[O:22])[CH2:44][C:43]([O:49][CH2:50][CH3:51])=[O:48])([C:14]([CH3:17])([CH3:16])[CH3:15])([C:2]1[CH:3]=[CH:4][CH:5]=[CH:6][CH:7]=1)[C:8]1[CH:9]=[CH:10][CH:11]=[CH:12][CH:13]=1. The catalyst class is: 1.